Predict which catalyst facilitates the given reaction. From a dataset of Catalyst prediction with 721,799 reactions and 888 catalyst types from USPTO. (1) The catalyst class is: 28. Product: [ClH:32].[CH2:1]([C:3]1[N:8]=[C:7]([C:9]([N:11]2[CH2:16][CH2:15][CH2:14][CH2:13][C@H:12]2[CH2:17][C:18]2[N:19]=[C:20]3[C:25]([CH3:26])=[C:24]([CH3:27])[CH:23]=[CH:22][N:21]3[CH:28]=2)=[O:10])[C:6]([O:29][CH2:30][CH3:31])=[CH:5][CH:4]=1)[CH3:2]. Reactant: [CH2:1]([C:3]1[N:8]=[C:7]([C:9]([N:11]2[CH2:16][CH2:15][CH2:14][CH2:13][C@H:12]2[CH2:17][C:18]2[N:19]=[C:20]3[C:25]([CH3:26])=[C:24]([CH3:27])[CH:23]=[CH:22][N:21]3[CH:28]=2)=[O:10])[C:6]([O:29][CH2:30][CH3:31])=[CH:5][CH:4]=1)[CH3:2].[ClH:32]. (2) Product: [Cl:30][C:29]1[C:24]([N:21]2[C:17]3=[N:18][CH:19]=[N:20][C:15]([O:3][C@@H:4]([CH2:9][O:10][CH:11]([CH3:13])[CH3:12])[C:5]([O:7][CH3:8])=[O:6])=[C:16]3[CH:23]=[N:22]2)=[N:25][CH:26]=[CH:27][CH:28]=1. Reactant: [H-].[Na+].[OH:3][C@@H:4]([CH2:9][O:10][CH:11]([CH3:13])[CH3:12])[C:5]([O:7][CH3:8])=[O:6].Cl[C:15]1[N:20]=[CH:19][N:18]=[C:17]2[N:21]([C:24]3[C:29]([Cl:30])=[CH:28][CH:27]=[CH:26][N:25]=3)[N:22]=[CH:23][C:16]=12.Cl. The catalyst class is: 1. (3) Reactant: [NH2:1][CH2:2][CH2:3][CH2:4][CH2:5][CH2:6][O:7][C:8]1[C:31]([O:32][CH3:33])=[CH:30][C:11]2[C:12]3[N:17]([CH:18]([C:20]([CH3:23])([CH3:22])[CH3:21])[CH2:19][C:10]=2[CH:9]=1)[CH:16]=[C:15]([C:24]([O:26][CH2:27][CH3:28])=[O:25])[C:14](=[O:29])[CH:13]=3.[CH3:34][S:35](O[S:35]([CH3:34])(=[O:37])=[O:36])(=[O:37])=[O:36].CCN(CC)CC. The catalyst class is: 2. Product: [C:20]([CH:18]1[N:17]2[C:12](=[CH:13][C:14](=[O:29])[C:15]([C:24]([O:26][CH2:27][CH3:28])=[O:25])=[CH:16]2)[C:11]2[CH:30]=[C:31]([O:32][CH3:33])[C:8]([O:7][CH2:6][CH2:5][CH2:4][CH2:3][CH2:2][NH:1][S:35]([CH3:34])(=[O:37])=[O:36])=[CH:9][C:10]=2[CH2:19]1)([CH3:23])([CH3:21])[CH3:22]. (4) Reactant: [F:1][C:2]1[CH:7]=[CH:6][C:5]([CH:8]2[CH2:13][CH2:12][C:11]3[C:14]([C:22]([N:24]([CH3:26])[CH3:25])=[O:23])=[CH:15][C:16]4[NH:17][C:18]([CH3:21])=[N:19][C:20]=4[C:10]=3[O:9]2)=[CH:4][CH:3]=1.[H-].[Na+].Br[CH2:30][CH2:31][CH2:32][O:33][Si:34]([C:37]([CH3:40])([CH3:39])[CH3:38])([CH3:36])[CH3:35]. Product: [Si:34]([O:33][CH2:32][CH2:31][CH2:30][N:19]1[C:20]2[C:10]3[O:9][CH:8]([C:5]4[CH:6]=[CH:7][C:2]([F:1])=[CH:3][CH:4]=4)[CH2:13][CH2:12][C:11]=3[C:14]([C:22]([N:24]([CH3:25])[CH3:26])=[O:23])=[CH:15][C:16]=2[N:17]=[C:18]1[CH3:21])([C:37]([CH3:38])([CH3:39])[CH3:40])([CH3:36])[CH3:35]. The catalyst class is: 9. (5) Reactant: [CH2:1]([O:5][CH2:6][CH2:7][O:8][C:9]1[CH:14]=[CH:13][C:12]([C:15]2[CH:16]=[CH:17][C:18]3[N:24]([CH2:25][CH:26]([CH3:28])[CH3:27])[CH2:23][CH2:22][C:21]([C:29]([NH:31][C:32]4[CH:37]=[CH:36][C:35]([S:38][CH2:39][C:40]5[N:44]([CH2:45][CH3:46])[CH:43]=[N:42][N:41]=5)=[CH:34][CH:33]=4)=[O:30])=[CH:20][C:19]=3[CH:47]=2)=[CH:11][CH:10]=1)[CH2:2][CH2:3][CH3:4].ClC1C=CC=C(C(OO)=[O:56])C=1.S([O-])([O-])(=O)=S.[Na+].[Na+]. Product: [CH2:1]([O:5][CH2:6][CH2:7][O:8][C:9]1[CH:10]=[CH:11][C:12]([C:15]2[CH:16]=[CH:17][C:18]3[N:24]([CH2:25][CH:26]([CH3:27])[CH3:28])[CH2:23][CH2:22][C:21]([C:29]([NH:31][C:32]4[CH:33]=[CH:34][C:35]([S:38]([CH2:39][C:40]5[N:44]([CH2:45][CH3:46])[CH:43]=[N:42][N:41]=5)=[O:56])=[CH:36][CH:37]=4)=[O:30])=[CH:20][C:19]=3[CH:47]=2)=[CH:13][CH:14]=1)[CH2:2][CH2:3][CH3:4]. The catalyst class is: 4.